Dataset: Full USPTO retrosynthesis dataset with 1.9M reactions from patents (1976-2016). Task: Predict the reactants needed to synthesize the given product. (1) Given the product [Cl:23][C:24]1[S:28][C:27]([C:29]2[CH:34]=[CH:33][CH:32]=[CH:31][CH:30]=2)=[N:26][C:25]=1[CH2:35][O:22][C:20]1[C:6]2[CH:7]=[C:8]([C:10]3[N:11]=[C:12]4[N:16]([CH:17]=3)[N:15]=[C:14]([O:18][CH3:19])[S:13]4)[O:9][C:5]=2[CH:4]=[C:3]([O:2][CH3:1])[CH:21]=1, predict the reactants needed to synthesize it. The reactants are: [CH3:1][O:2][C:3]1[CH:4]=[C:5]2[O:9][C:8]([C:10]3[N:11]=[C:12]4[N:16]([CH:17]=3)[N:15]=[C:14]([O:18][CH3:19])[S:13]4)=[CH:7][C:6]2=[C:20]([OH:22])[CH:21]=1.[Cl:23][C:24]1[S:28][C:27]([C:29]2[CH:34]=[CH:33][CH:32]=[CH:31][CH:30]=2)=[N:26][C:25]=1[CH2:35]O. (2) Given the product [NH2:14][C:5]1[CH:4]=[C:3]([O:2][CH3:1])[C:11]([O:12][CH3:13])=[CH:10][C:6]=1[C:7]([NH2:9])=[O:8], predict the reactants needed to synthesize it. The reactants are: [CH3:1][O:2][C:3]1[C:11]([O:12][CH3:13])=[CH:10][C:6]([C:7]([NH2:9])=[O:8])=[C:5]([N+:14]([O-])=O)[CH:4]=1.[H][H]. (3) Given the product [CH3:1][C@@H:2]1[N:7]([S:33]([C:30]2[CH:29]=[CH:28][C:27]([O:26][C:25]([F:24])([F:37])[F:38])=[CH:32][CH:31]=2)(=[O:35])=[O:34])[CH2:6][CH2:5][N:4]([C:8]([O:10][C:11]([CH3:13])([CH3:12])[CH3:14])=[O:9])[CH2:3]1, predict the reactants needed to synthesize it. The reactants are: [CH3:1][C@@H:2]1[NH:7][CH2:6][CH2:5][N:4]([C:8]([O:10][C:11]([CH3:14])([CH3:13])[CH3:12])=[O:9])[CH2:3]1.CCN(C(C)C)C(C)C.[F:24][C:25]([F:38])([F:37])[O:26][C:27]1[CH:32]=[CH:31][C:30]([S:33](Cl)(=[O:35])=[O:34])=[CH:29][CH:28]=1.Cl. (4) Given the product [Cl:31][C:32]1[CH:33]=[CH:34][C:35]([O:6][C:2]([CH3:3])([CH3:1])[C:4]#[CH:5])=[CH:36][C:37]=1[Cl:38], predict the reactants needed to synthesize it. The reactants are: [CH3:1][C:2]([OH:6])([C:4]#[CH:5])[CH3:3].C1CCN2C(=NCCC2)CC1.FC(F)(F)C(OC(=O)C(F)(F)F)=O.[Cl:31][C:32]1[CH:33]=[C:34](O)[CH:35]=[CH:36][C:37]=1[Cl:38].